From a dataset of Reaction yield outcomes from USPTO patents with 853,638 reactions. Predict the reaction yield, written as a fraction of the theoretical maximum amount of product (1.0 means a 100% yield; for example, 0.34 means a 34% yield). (1) The reactants are C([Li])CCC.Br[C:7]1[CH:12]=[C:11]([O:13]C)[CH:10]=[CH:9][C:8]=1[O:15]C.[CH:17]([C:20]1[CH:25]=[CH:24][C:23]([C:26](=O)[CH:27]([CH3:29])[CH3:28])=[CH:22][CH:21]=1)([CH3:19])[CH3:18].O. The catalyst is O1CCCC1. The product is [CH:17]([C:20]1[CH:25]=[CH:24][C:23]([CH:26]2[C:10]3[CH:9]=[C:8]([OH:15])[CH:7]=[CH:12][C:11]=3[O:13][C:27]2([CH3:29])[CH3:28])=[CH:22][CH:21]=1)([CH3:19])[CH3:18]. The yield is 0.700. (2) The reactants are [F:1][C:2]1[CH:7]=[CH:6][C:5]([S:8]([NH:11][C:12]2[CH:17]=[CH:16][C:15]([C:18](=O)/[CH:19]=[CH:20]/[C:21]3[CH:26]=[CH:25][C:24]([O:27][CH3:28])=[CH:23][CH:22]=3)=[CH:14][CH:13]=2)(=[O:10])=[O:9])=[CH:4][CH:3]=1.N1C=CC=CC=1.[NH2:36][NH2:37]. The catalyst is CCO. The product is [F:1][C:2]1[CH:7]=[CH:6][C:5]([S:8]([NH:11][C:12]2[CH:17]=[CH:16][C:15]([C:18]3[CH2:19][CH:20]([C:21]4[CH:26]=[CH:25][C:24]([O:27][CH3:28])=[CH:23][CH:22]=4)[NH:37][N:36]=3)=[CH:14][CH:13]=2)(=[O:10])=[O:9])=[CH:4][CH:3]=1. The yield is 0.850.